From a dataset of Reaction yield outcomes from USPTO patents with 853,638 reactions. Predict the reaction yield, written as a fraction of the theoretical maximum amount of product (1.0 means a 100% yield; for example, 0.34 means a 34% yield). (1) The reactants are [NH2:1][C@@H:2]1[CH2:7][CH2:6][N:5]([C:8]([O:10][C:11]([CH3:14])([CH3:13])[CH3:12])=[O:9])[CH2:4][C@H:3]1[OH:15].[C:16](=N)([C:23]1[CH:28]=[CH:27][CH:26]=[CH:25][CH:24]=1)[C:17]1[CH:22]=[CH:21][CH:20]=[CH:19][CH:18]=1.C(N(CC)CC)C. The catalyst is C1(C)C=CC=CC=1. The product is [C:17]1([C:16](=[N:1][C@@H:2]2[CH2:7][CH2:6][N:5]([C:8]([O:10][C:11]([CH3:12])([CH3:14])[CH3:13])=[O:9])[CH2:4][C@H:3]2[OH:15])[C:23]2[CH:24]=[CH:25][CH:26]=[CH:27][CH:28]=2)[CH:22]=[CH:21][CH:20]=[CH:19][CH:18]=1. The yield is 0.620. (2) The reactants are Cl[C:2]1[CH:11]=[CH:10][C:9]2[C:4](=[C:5]([C:13]3[NH:21][C:20]4[CH2:19][CH2:18][NH:17][C:16](=[O:22])[C:15]=4[CH:14]=3)[C:6]([F:12])=[CH:7][CH:8]=2)[N:3]=1.CC(C1C=C(C(C)C)C(C2C=CC=CC=2P(C2CCCCC2)C2CCCCC2)=C(C(C)C)C=1)C.[O-]P([O-])([O-])=O.[K+].[K+].[K+].[CH3:65][N:66]1[CH:70]=[C:69](B2OC(C)(C)C(C)(C)O2)[CH:68]=[N:67]1. The catalyst is C1C=CC(/C=C/C(/C=C/C2C=CC=CC=2)=O)=CC=1.C1C=CC(/C=C/C(/C=C/C2C=CC=CC=2)=O)=CC=1.C1C=CC(/C=C/C(/C=C/C2C=CC=CC=2)=O)=CC=1.[Pd].[Pd].O.O1CCOCC1. The product is [F:12][C:6]1[C:5]([C:13]2[NH:21][C:20]3[CH2:19][CH2:18][NH:17][C:16](=[O:22])[C:15]=3[CH:14]=2)=[C:4]2[C:9]([CH:10]=[CH:11][C:2]([C:69]3[CH:68]=[N:67][N:66]([CH3:65])[CH:70]=3)=[N:3]2)=[CH:8][CH:7]=1. The yield is 0.0180. (3) The reactants are [CH2:1]([Li])[CH2:2][CH2:3][CH3:4].[O:6]=[C:7]1[C:12]([CH2:13][C:14]2[CH:19]=[CH:18][C:17]([C:20]3[C:21]([C:26]#[N:27])=[CH:22][CH:23]=[CH:24][CH:25]=3)=[CH:16][CH:15]=2)=[C:11]([CH2:28][CH2:29][CH3:30])[N:10]2[N:31]=[CH:32][N:33]=[C:9]2[N:8]1[CH:34]1CCC(=O)[CH2:36][CH2:35]1. The product is [CH2:4]=[C:3]1[CH2:36][CH2:35][CH:34]([N:8]2[C:7](=[O:6])[C:12]([CH2:13][C:14]3[CH:15]=[CH:16][C:17]([C:20]4[C:21]([C:26]#[N:27])=[CH:22][CH:23]=[CH:24][CH:25]=4)=[CH:18][CH:19]=3)=[C:11]([CH2:28][CH2:29][CH3:30])[N:10]3[N:31]=[CH:32][N:33]=[C:9]23)[CH2:1][CH2:2]1. The catalyst is [Br-].C[P+](C1C=CC=CC=1)(C1C=CC=CC=1)C1C=CC=CC=1.O1CCCC1. The yield is 0.800. (4) The reactants are [CH3:1][O:2][C:3]([CH:5]1[CH2:10][CH:9]2[CH2:11][CH:6]1[C:7](=[O:12])[O:8]2)=[O:4].[NH2:13][C@H:14]([C:18]([O:20][C:21]([CH3:24])([CH3:23])[CH3:22])=[O:19])[CH2:15][CH2:16][CH3:17].CCN(C(C)C)C(C)C.OC1C=CC=CN=1. The catalyst is C1COCC1. The product is [CH3:1][O:2][C:3]([C@@H:5]1[CH2:10][C@@H:9]([OH:8])[CH2:11][C@H:6]1[C:7](=[O:12])[NH:13][C@H:14]([C:18]([O:20][C:21]([CH3:22])([CH3:24])[CH3:23])=[O:19])[CH2:15][CH2:16][CH3:17])=[O:4]. The yield is 0.960. (5) The reactants are Cl[C:2]1[C:11]([C:12]2[NH:16][N:15]=[N:14][N:13]=2)=[C:10]([C:17]2[CH:22]=[CH:21][CH:20]=[CH:19][CH:18]=2)[C:9]2[C:4](=[CH:5][CH:6]=[C:7]([C:23]([F:26])([F:25])[F:24])[CH:8]=2)[N:3]=1.[NH:27]1[CH2:32][CH2:31][CH2:30][CH2:29][CH2:28]1.C(N(CC)CC)C.Cl. The catalyst is CC(N(C)C)=O. The product is [C:17]1([C:10]2[C:9]3[C:4](=[CH:5][CH:6]=[C:7]([C:23]([F:26])([F:25])[F:24])[CH:8]=3)[N:3]=[C:2]([N:27]3[CH2:32][CH2:31][CH2:30][CH2:29][CH2:28]3)[C:11]=2[C:12]2[NH:16][N:15]=[N:14][N:13]=2)[CH:22]=[CH:21][CH:20]=[CH:19][CH:18]=1. The yield is 0.180. (6) The reactants are CS(O[CH2:6][C:7]1[CH:12]=[CH:11][CH:10]=[C:9]([NH:13][C:14]([O:16][C:17]([CH3:20])([CH3:19])[CH3:18])=[O:15])[N:8]=1)(=O)=O.[NH:21]1[CH2:25][CH2:24][CH2:23][CH2:22]1.C([O-])([O-])=O.[K+].[K+].C([O-])(O)=O.[Na+]. The catalyst is C(#N)C. The product is [N:21]1([CH2:6][C:7]2[N:8]=[C:9]([NH:13][C:14](=[O:15])[O:16][C:17]([CH3:20])([CH3:19])[CH3:18])[CH:10]=[CH:11][CH:12]=2)[CH2:25][CH2:24][CH2:23][CH2:22]1. The yield is 0.620. (7) The reactants are [OH:1][C:2]1[CH:19]=[C:18]([C:20]([NH:22][CH2:23][C:24]([O:26]C)=[O:25])=[O:21])[CH:17]=[C:16]2[C:3]=1[C@@:4]1([CH3:33])[C@H:13]([CH2:14][S:15]2(=[O:29])=[O:28])[C@:12]2([CH3:30])[C@H:7]([C:8]([CH3:32])([CH3:31])[CH2:9][CH2:10][CH2:11]2)[CH2:6][CH2:5]1.O[Li].O. The catalyst is CO.O. The product is [OH:1][C:2]1[CH:19]=[C:18]([C:20]([NH:22][CH2:23][C:24]([OH:26])=[O:25])=[O:21])[CH:17]=[C:16]2[C:3]=1[C@@:4]1([CH3:33])[C@H:13]([CH2:14][S:15]2(=[O:29])=[O:28])[C@:12]2([CH3:30])[C@H:7]([C:8]([CH3:32])([CH3:31])[CH2:9][CH2:10][CH2:11]2)[CH2:6][CH2:5]1. The yield is 0.840. (8) The reactants are [CH:1]1[C:10]2[C:5](=[CH:6][CH:7]=[CH:8][CH:9]=2)[CH:4]=[CH:3][C:2]=1[S:11]([N:14]([CH2:32][CH2:33][N:34]1[CH2:38][CH2:37][CH2:36][C:35]1=[O:39])[CH:15]1[CH:20]2[CH:16]1[CH2:17][N:18]([C:21]1[N:26]=[CH:25][C:24]([C:27]([O:29]CC)=[O:28])=[CH:23][N:22]=1)[CH2:19]2)(=[O:13])=[O:12].[O-]CC.[Na+].Cl.NO.O. The catalyst is CCO. The product is [CH:1]1[C:10]2[C:5](=[CH:6][CH:7]=[CH:8][CH:9]=2)[CH:4]=[CH:3][C:2]=1[S:11]([N:14]([CH2:32][CH2:33][N:34]1[CH2:38][CH2:37][CH2:36][C:35]1=[O:39])[CH:15]1[CH:20]2[CH:16]1[CH2:17][N:18]([C:21]1[N:26]=[CH:25][C:24]([C:27]([OH:29])=[O:28])=[CH:23][N:22]=1)[CH2:19]2)(=[O:12])=[O:13]. The yield is 0.320. (9) The product is [F:56][C:53]1[CH:54]=[CH:55][C:50]([O:49][CH2:48][CH2:47][C:45]2[S:44][C:42]3[N:43]=[C:38]([NH2:37])[N:39]=[C:40]([S:57][CH3:2])[C:41]=3[N:46]=2)=[CH:51][CH:52]=1. The catalyst is N1C=CC=CC=1.CS(C)=O.O. The reactants are N[C:2]1N=C(O)C(NC(=O)CCOC2C=CC(F)=CC=2)=C(O)N=1.P12(SP3(SP(SP(S3)(S1)=S)(=S)S2)=S)=S.[NH2:37][C:38]1[N:39]=[C:40]([SH:57])[C:41]2[N:46]=[C:45]([CH2:47][CH2:48][O:49][C:50]3[CH:55]=[CH:54][C:53]([F:56])=[CH:52][CH:51]=3)[S:44][C:42]=2[N:43]=1.C(N(CC)CC)C.IC. The yield is 0.150.